Dataset: Reaction yield outcomes from USPTO patents with 853,638 reactions. Task: Predict the reaction yield, written as a fraction of the theoretical maximum amount of product (1.0 means a 100% yield; for example, 0.34 means a 34% yield). The reactants are [Cl:1][C:2]1[CH:7]=[CH:6][C:5]([C:8]2[NH:9][C:10]3[N:11]([N:15]=[CH:16][C:17]=3[C:18]#[N:19])[C:12](=[O:14])[CH:13]=2)=[CH:4][CH:3]=1.S(=O)(=O)(O)[OH:21]. No catalyst specified. The product is [Cl:1][C:2]1[CH:7]=[CH:6][C:5]([C:8]2[NH:9][C:10]3[N:11]([N:15]=[CH:16][C:17]=3[C:18]([NH2:19])=[O:21])[C:12](=[O:14])[CH:13]=2)=[CH:4][CH:3]=1. The yield is 0.780.